From a dataset of Reaction yield outcomes from USPTO patents with 853,638 reactions. Predict the reaction yield, written as a fraction of the theoretical maximum amount of product (1.0 means a 100% yield; for example, 0.34 means a 34% yield). (1) The reactants are Cl[C:2]1[N:7]=[C:6]([N:8]2[CH:12]=[CH:11][C:10]([C:13]([F:16])([F:15])[F:14])=[N:9]2)[N:5]=[C:4]([O:17][CH3:18])[CH:3]=1.[Cl:19][C:20]1[CH:25]=[CH:24][C:23](B(O)O)=[CH:22][CH:21]=1.COC1C=C(C2C=CC=CC=2)N=C(N2C=CC(C(F)(F)F)=N2)N=1. No catalyst specified. The product is [CH3:18][O:17][C:4]1[CH:3]=[C:2]([C:23]2[CH:24]=[CH:25][C:20]([Cl:19])=[CH:21][CH:22]=2)[N:7]=[C:6]([N:8]2[CH:12]=[CH:11][C:10]([C:13]([F:16])([F:15])[F:14])=[N:9]2)[N:5]=1. The yield is 0.450. (2) The reactants are F[C:2]1[CH:10]=[C:9]([F:11])[CH:8]=[CH:7][C:3]=1[C:4]([OH:6])=[O:5].[OH-:12].[Na+].Cl. The catalyst is CN1CCN(C)C1=O.O. The product is [F:11][C:9]1[CH:10]=[C:2]([OH:12])[C:3](=[CH:7][CH:8]=1)[C:4]([OH:6])=[O:5]. The yield is 0.680. (3) The reactants are [CH3:1][O:2][C:3]1[CH:42]=[C:41]([O:43][CH3:44])[CH:40]=[CH:39][C:4]=1[CH2:5][NH:6][C:7]1[N:15]=[CH:14][N:13]=[C:12]2[C:8]=1[N:9]=[CH:10][N:11]2[C@H:16]1[C@@H:20]2[O:21][C:22]([CH3:25])([CH3:24])[O:23][C@@H:19]2[C@@H:18]([CH2:26][NH:27][CH:28]2[CH2:31][CH:30]([CH2:32][CH2:33][C:34]([O:36][CH2:37][CH3:38])=[O:35])[CH2:29]2)[CH2:17]1.C(#N)C.[CH:48](I)([CH3:50])[CH3:49]. The catalyst is C(N(CC)CC)C. The product is [CH3:1][O:2][C:3]1[CH:42]=[C:41]([O:43][CH3:44])[CH:40]=[CH:39][C:4]=1[CH2:5][NH:6][C:7]1[N:15]=[CH:14][N:13]=[C:12]2[C:8]=1[N:9]=[CH:10][N:11]2[C@H:16]1[C@@H:20]2[O:21][C:22]([CH3:25])([CH3:24])[O:23][C@@H:19]2[C@@H:18]([CH2:26][N:27]([CH:48]([CH3:50])[CH3:49])[CH:28]2[CH2:29][CH:30]([CH2:32][CH2:33][C:34]([O:36][CH2:37][CH3:38])=[O:35])[CH2:31]2)[CH2:17]1. The yield is 0.700. (4) The reactants are C(N[C:6](=O)[N:7]([CH:15]1[CH2:20][CH2:19][CH2:18][CH2:17][CH2:16]1)[CH2:8][CH2:9][CH2:10][CH2:11][CH2:12][CH2:13][OH:14])(C)(C)C.[CH:22]1[CH:23]=[CH:24][NH+]=[CH:26][CH:27]=1.[O-][Cr](Cl)(=O)=O. The catalyst is C(Cl)Cl. The product is [CH:15]1([N:7]([CH:6]2[CH2:24][CH2:23][CH2:22][CH2:27][CH2:26]2)[CH2:8][CH2:9][CH2:10][CH2:11][CH2:12][CH:13]=[O:14])[CH2:16][CH2:17][CH2:18][CH2:19][CH2:20]1. The yield is 0.480. (5) The reactants are [CH3:1][C:2]1[N:7]=[C:6]([C:8]2[CH:13]=[CH:12][N:11]=[C:10]([C:14]3[CH:19]=[CH:18][CH:17]=[C:16]([N+:20]([O-])=O)[CH:15]=3)[N:9]=2)[CH:5]=[C:4]([C:23]2[CH:28]=[CH:27][C:26]([C:29]([F:32])([F:31])[F:30])=[CH:25][CH:24]=2)[CH:3]=1.[H][H]. The product is [CH3:1][C:2]1[N:7]=[C:6]([C:8]2[CH:13]=[CH:12][N:11]=[C:10]([C:14]3[CH:15]=[C:16]([NH2:20])[CH:17]=[CH:18][CH:19]=3)[N:9]=2)[CH:5]=[C:4]([C:23]2[CH:28]=[CH:27][C:26]([C:29]([F:32])([F:30])[F:31])=[CH:25][CH:24]=2)[CH:3]=1. The catalyst is C1COCC1.CCO.[Pd]. The yield is 0.760. (6) The reactants are [CH:1]1([N:6]2[C:15]3[N:14]=[C:13]([NH:16][C:17]4[CH:27]=[CH:26][C:20]([C:21]([O:23]CC)=[O:22])=[CH:19][C:18]=4[O:28][CH3:29])[N:12]=[CH:11][C:10]=3[N:9]([CH3:30])[C:8](=[O:31])[C@H:7]2[CH2:32][CH3:33])[CH2:5][CH2:4][CH2:3][CH2:2]1.[Li+].[OH-]. The catalyst is CO.O. The product is [CH:1]1([N:6]2[C:15]3[N:14]=[C:13]([NH:16][C:17]4[CH:27]=[CH:26][C:20]([C:21]([OH:23])=[O:22])=[CH:19][C:18]=4[O:28][CH3:29])[N:12]=[CH:11][C:10]=3[N:9]([CH3:30])[C:8](=[O:31])[C@H:7]2[CH2:32][CH3:33])[CH2:2][CH2:3][CH2:4][CH2:5]1. The yield is 0.760.